This data is from Full USPTO retrosynthesis dataset with 1.9M reactions from patents (1976-2016). The task is: Predict the reactants needed to synthesize the given product. (1) The reactants are: [C:1]([O:5][C:6]([NH:8][C@@H:9]([CH2:13][CH:14]([CH3:16])[CH3:15])[C:10]([OH:12])=O)=[O:7])([CH3:4])([CH3:3])[CH3:2].Cl.[NH2:18][CH2:19][C:20]([O:22][CH3:23])=[O:21].CCN(CC)CC.CN(C(ON1N=NC2C=CC=NC1=2)=[N+](C)C)C.F[P-](F)(F)(F)(F)F. Given the product [C:1]([O:5][C:6]([NH:8][C@@H:9]([CH2:13][CH:14]([CH3:16])[CH3:15])[C:10]([NH:18][CH2:19][C:20]([O:22][CH3:23])=[O:21])=[O:12])=[O:7])([CH3:2])([CH3:3])[CH3:4], predict the reactants needed to synthesize it. (2) Given the product [CH3:18][NH:19][C:15]([CH:10]1[CH2:11][CH2:12][CH2:13][CH2:14][NH:9]1)=[O:17], predict the reactants needed to synthesize it. The reactants are: C(O[N:9]1[CH2:14][CH2:13][CH2:12][CH2:11][CH:10]1[C:15]([OH:17])=O)C1C=CC=CC=1.[CH3:18][NH2:19]. (3) Given the product [CH3:8][C:9]1[N:10]=[N:11][N:12]([CH2:14][C:15]2[CH:20]=[C:19]([C:21]([F:24])([F:23])[F:22])[CH:18]=[CH:17][C:16]=2/[CH:25]=[CH:26]/[C:27]([N:29]2[CH2:34][CH2:33][NH:32][CH2:31][CH2:30]2)=[O:28])[N:13]=1.[C:1]([OH:7])([C:3]([F:6])([F:5])[F:4])=[O:2], predict the reactants needed to synthesize it. The reactants are: [C:1]([OH:7])([C:3]([F:6])([F:5])[F:4])=[O:2].[CH3:8][C:9]1[N:10]=[N:11][N:12]([CH2:14][C:15]2[CH:20]=[C:19]([C:21]([F:24])([F:23])[F:22])[CH:18]=[CH:17][C:16]=2/[CH:25]=[CH:26]/[C:27]([N:29]2[CH2:34][CH2:33][N:32](C(OC(C)(C)C)=O)[CH2:31][CH2:30]2)=[O:28])[N:13]=1.C1(C)C=CC=CC=1.